This data is from Full USPTO retrosynthesis dataset with 1.9M reactions from patents (1976-2016). The task is: Predict the reactants needed to synthesize the given product. (1) Given the product [CH:10]([C:13]1[CH:18]=[C:17]([N+:19]([O-:21])=[O:20])[CH:16]=[CH:15][C:14]=1[N:22]=[C:23]1[S:24][CH2:8][C:3]2([CH2:7][CH2:6][CH2:5][CH2:4]2)[NH:2]1)([CH3:12])[CH3:11], predict the reactants needed to synthesize it. The reactants are: Cl.[NH2:2][C:3]1([CH2:8]Cl)[CH2:7][CH2:6][CH2:5][CH2:4]1.[CH:10]([C:13]1[CH:18]=[C:17]([N+:19]([O-:21])=[O:20])[CH:16]=[CH:15][C:14]=1[N:22]=[C:23]=[S:24])([CH3:12])[CH3:11]. (2) Given the product [C:1]([O:5][C:6](=[O:18])[NH:7][C:8]1([C:11]2[CH:16]=[CH:15][C:14]([C:24](=[O:26])[CH3:25])=[CH:13][N:12]=2)[CH2:10][CH2:9]1)([CH3:4])([CH3:3])[CH3:2], predict the reactants needed to synthesize it. The reactants are: [C:1]([O:5][C:6](=[O:18])[NH:7][C:8]1([C:11]2[CH:16]=[CH:15][C:14](I)=[CH:13][N:12]=2)[CH2:10][CH2:9]1)([CH3:4])([CH3:3])[CH3:2].C([Sn](CCCC)(CCCC)[C:24]([O:26]CC)=[CH2:25])CCC.C1(C)C=CC(S([O-])(=O)=O)=CC=1.[NH+]1C=CC=CC=1.O. (3) Given the product [CH:11]1([C:12]2[C:18]([C:23]([O:25][CH3:26])=[O:24])=[N:19][CH:20]=[CH:14][CH:13]=2)[CH2:9][CH2:10]1, predict the reactants needed to synthesize it. The reactants are: ICI.C([Zn]CC)C.[CH3:9][CH2:10][CH2:11][CH2:12][CH2:13][CH3:14].C(C1[C:18]([C:23]([O:25][CH3:26])=[O:24])=[N:19][CH:20]=CC=1)=C. (4) Given the product [CH3:16][N:17]([CH3:18])[C:5]([CH3:7])([CH3:6])[C:3]([C:8]1[CH:13]=[CH:12][C:11]([S:14][CH3:15])=[CH:10][CH:9]=1)=[O:2], predict the reactants needed to synthesize it. The reactants are: C[O:2][C:3]1([C:8]2[CH:13]=[CH:12][C:11]([S:14][CH3:15])=[CH:10][CH:9]=2)[C:5]([CH3:7])([CH3:6])O1.[CH3:16][NH:17][CH3:18]. (5) Given the product [CH2:1]([C:3]1[N:7]([C:8]2[N:16]=[C:15]3[C:11]([N:12]=[C:13]([CH2:18][N:30]4[CH2:33][CH:32]([N:34]5[CH2:38][CH2:37][CH2:36][C:35]5=[O:39])[CH2:31]4)[N:14]3[CH3:17])=[C:10]([N:20]3[CH2:21][CH2:22][O:23][CH2:24][CH2:25]3)[N:9]=2)[C:6]2[CH:26]=[CH:27][CH:28]=[CH:29][C:5]=2[N:4]=1)[CH3:2], predict the reactants needed to synthesize it. The reactants are: [CH2:1]([C:3]1[N:7]([C:8]2[N:16]=[C:15]3[C:11]([N:12]=[C:13]([CH:18]=O)[N:14]3[CH3:17])=[C:10]([N:20]3[CH2:25][CH2:24][O:23][CH2:22][CH2:21]3)[N:9]=2)[C:6]2[CH:26]=[CH:27][CH:28]=[CH:29][C:5]=2[N:4]=1)[CH3:2].[NH:30]1[CH2:33][CH:32]([N:34]2[CH2:38][CH2:37][CH2:36][C:35]2=[O:39])[CH2:31]1.C(O[BH-](OC(=O)C)OC(=O)C)(=O)C.[Na+]. (6) Given the product [BrH:1].[Cl:14][C:10]1[C:8]2[S:9][C:5]([C:3]3[N:18]4[CH2:19][CH2:20][N:16]=[C:17]4[S:21][C:2]=3[CH3:15])=[CH:6][C:7]=2[CH:13]=[CH:12][CH:11]=1, predict the reactants needed to synthesize it. The reactants are: [Br:1][CH:2]([CH3:15])[C:3]([C:5]1[S:9][C:8]2[C:10]([Cl:14])=[CH:11][CH:12]=[CH:13][C:7]=2[CH:6]=1)=O.[NH:16]1[CH2:20][CH2:19][NH:18][C:17]1=[S:21].C(O)C.